Dataset: Experimentally validated miRNA-target interactions with 360,000+ pairs, plus equal number of negative samples. Task: Binary Classification. Given a miRNA mature sequence and a target amino acid sequence, predict their likelihood of interaction. The miRNA is hsa-miR-194-5p with sequence UGUAACAGCAACUCCAUGUGGA. The protein sequence of the target gene is METAGAATGQPASGLEAPGSTNDRLFLVKGGIFLGTVAAAGMLAGFITTLSLAKKKSPEWFNKGSMATAALPESGSSLALRALGWGSLYAWCGVGVISFAVWKALGVHSMNDFRSKMQSIFPTIPKNSESAVEWEETLKSK. Result: 1 (interaction).